From a dataset of Catalyst prediction with 721,799 reactions and 888 catalyst types from USPTO. Predict which catalyst facilitates the given reaction. (1) Reactant: [NH:1]1[CH:5]=[N:4][C:3]([C:6]([O:8][CH3:9])=[O:7])=[N:2]1.Cl[CH2:11][C:12]([C:14]1[CH:19]=[CH:18][C:17]([F:20])=[CH:16][C:15]=1[F:21])=[O:13].C(=O)([O-])[O-].[K+].[K+]. Product: [F:21][C:15]1[CH:16]=[C:17]([F:20])[CH:18]=[CH:19][C:14]=1[C:12](=[O:13])[CH2:11][N:2]1[C:3]([C:6]([O:8][CH3:9])=[O:7])=[N:4][CH:5]=[N:1]1. The catalyst class is: 21. (2) Product: [CH2:1]([O:5][C:6]1[N:14]=[C:13]2[C:9]([N:10]=[C:11]([O:28][CH3:29])[N:12]2[CH2:15][C:16]2[CH:21]=[CH:20][C:19]([CH2:22][OH:23])=[CH:18][C:17]=2[O:26][CH3:27])=[C:8]([NH2:30])[N:7]=1)[CH2:2][CH2:3][CH3:4]. The catalyst class is: 1. Reactant: [CH2:1]([O:5][C:6]1[N:14]=[C:13]2[C:9]([N:10]=[C:11]([O:28][CH3:29])[N:12]2[CH2:15][C:16]2[CH:21]=[CH:20][C:19]([C:22](OC)=[O:23])=[CH:18][C:17]=2[O:26][CH3:27])=[C:8]([NH2:30])[N:7]=1)[CH2:2][CH2:3][CH3:4].[H-].[Al+3].[Li+].[H-].[H-].[H-]. (3) Reactant: [Br:1][C:2]1[CH:7]=[CH:6][C:5]([C:8]2(O)[CH2:13][CH2:12][N:11]([S:14]([CH3:17])(=[O:16])=[O:15])[CH2:10][CH2:9]2)=[CH:4][CH:3]=1.C1(C)C=CC(S(O)(=O)=O)=CC=1. Product: [Br:1][C:2]1[CH:7]=[CH:6][C:5]([C:8]2[CH2:13][CH2:12][N:11]([S:14]([CH3:17])(=[O:16])=[O:15])[CH2:10][CH:9]=2)=[CH:4][CH:3]=1. The catalyst class is: 11. (4) Reactant: [C:1]([O:5][C:6]([NH:8][CH2:9][C:10]1[C:11]([CH2:27][CH:28]([CH3:30])[CH3:29])=[N:12][C:13]([CH3:26])=[C:14]([C:18]=1[C:19]1[CH:24]=[CH:23][C:22]([CH3:25])=[CH:21][CH:20]=1)C(O)=O)=[O:7])([CH3:4])([CH3:3])[CH3:2].C([N:33]([CH2:36]C)CC)C.C1(P([N:52]=[N+]=[N-])(C2C=CC=CC=2)=O)C=CC=CC=1.[OH2:55]. Product: [NH2:52][C:36]([NH:33][C:14]1[C:18]([C:19]2[CH:24]=[CH:23][C:22]([CH3:25])=[CH:21][CH:20]=2)=[C:10]([CH2:9][NH:8][C:6](=[O:7])[O:5][C:1]([CH3:2])([CH3:3])[CH3:4])[C:11]([CH2:27][CH:28]([CH3:29])[CH3:30])=[N:12][C:13]=1[CH3:26])=[O:55]. The catalyst class is: 9.